This data is from NCI-60 drug combinations with 297,098 pairs across 59 cell lines. The task is: Regression. Given two drug SMILES strings and cell line genomic features, predict the synergy score measuring deviation from expected non-interaction effect. (1) Drug 1: C1C(C(OC1N2C=NC(=NC2=O)N)CO)O. Drug 2: B(C(CC(C)C)NC(=O)C(CC1=CC=CC=C1)NC(=O)C2=NC=CN=C2)(O)O. Cell line: SK-MEL-28. Synergy scores: CSS=16.8, Synergy_ZIP=-3.49, Synergy_Bliss=-3.80, Synergy_Loewe=-19.4, Synergy_HSA=-4.46. (2) Drug 2: CC(C)CN1C=NC2=C1C3=CC=CC=C3N=C2N. Synergy scores: CSS=6.29, Synergy_ZIP=-2.72, Synergy_Bliss=0.650, Synergy_Loewe=-0.725, Synergy_HSA=-1.13. Drug 1: C1CN(CCN1C(=O)CCBr)C(=O)CCBr. Cell line: MCF7. (3) Drug 1: CC1C(C(CC(O1)OC2CC(OC(C2O)C)OC3=CC4=CC5=C(C(=O)C(C(C5)C(C(=O)C(C(C)O)O)OC)OC6CC(C(C(O6)C)O)OC7CC(C(C(O7)C)O)OC8CC(C(C(O8)C)O)(C)O)C(=C4C(=C3C)O)O)O)O. Drug 2: CC1=C(C=C(C=C1)C(=O)NC2=CC(=CC(=C2)C(F)(F)F)N3C=C(N=C3)C)NC4=NC=CC(=N4)C5=CN=CC=C5. Cell line: M14. Synergy scores: CSS=59.6, Synergy_ZIP=0.768, Synergy_Bliss=1.05, Synergy_Loewe=0.624, Synergy_HSA=0.690. (4) Drug 1: C1CC(=O)NC(=O)C1N2CC3=C(C2=O)C=CC=C3N. Drug 2: CC(C)NC(=O)C1=CC=C(C=C1)CNNC.Cl. Cell line: UACC62. Synergy scores: CSS=4.39, Synergy_ZIP=-0.228, Synergy_Bliss=1.93, Synergy_Loewe=0.575, Synergy_HSA=0.750. (5) Drug 1: C1C(C(OC1N2C=C(C(=O)NC2=O)F)CO)O. Drug 2: CN(CCCl)CCCl.Cl. Cell line: CAKI-1. Synergy scores: CSS=7.68, Synergy_ZIP=-3.64, Synergy_Bliss=-0.464, Synergy_Loewe=-2.67, Synergy_HSA=-2.69. (6) Drug 1: CCN(CC)CCCC(C)NC1=C2C=C(C=CC2=NC3=C1C=CC(=C3)Cl)OC. Drug 2: B(C(CC(C)C)NC(=O)C(CC1=CC=CC=C1)NC(=O)C2=NC=CN=C2)(O)O. Cell line: MDA-MB-231. Synergy scores: CSS=48.3, Synergy_ZIP=-5.60, Synergy_Bliss=-2.46, Synergy_Loewe=-2.78, Synergy_HSA=-1.97.